This data is from Full USPTO retrosynthesis dataset with 1.9M reactions from patents (1976-2016). The task is: Predict the reactants needed to synthesize the given product. (1) Given the product [Br:11][C:8]1[CH:9]=[CH:10][C:5]([CH2:4][NH2:1])=[C:6]([F:13])[C:7]=1[F:12], predict the reactants needed to synthesize it. The reactants are: [N:1]([CH2:4][C:5]1[CH:10]=[CH:9][C:8]([Br:11])=[C:7]([F:12])[C:6]=1[F:13])=[N+]=[N-].C1C=CC(P(C2C=CC=CC=2)C2C=CC=CC=2)=CC=1.O. (2) Given the product [CH:14]1([C:27]2[C:28]([O:38][CH:39]3[CH2:46][CH2:45][C:42]4([CH2:44][CH2:43]4)[CH2:41][CH2:40]3)=[CH:29][C:30]([F:37])=[C:31]([CH:36]=2)[C:32]([O:34][CH3:35])=[O:33])[CH2:6][CH2:5]1, predict the reactants needed to synthesize it. The reactants are: ClC1C(OCC2(C#N)CCCCC2)=C[C:5](F)=[C:6]([CH:14]=1)C(OC(C)(C)C)=O.Cl[C:27]1[C:28]([O:38][CH:39]2[CH2:46][CH2:45][C:42]3([CH2:44][CH2:43]3)[CH2:41][CH2:40]2)=[CH:29][C:30]([F:37])=[C:31]([CH:36]=1)[C:32]([O:34][CH3:35])=[O:33].